Dataset: Reaction yield outcomes from USPTO patents with 853,638 reactions. Task: Predict the reaction yield, written as a fraction of the theoretical maximum amount of product (1.0 means a 100% yield; for example, 0.34 means a 34% yield). (1) The product is [F:42][C:2]([F:1])([F:41])[C:3]([C:12]1[CH:13]=[C:14]([CH:25]=[CH:26][C:27]=1[Sn:28]([CH2:29][CH2:30][CH2:31][CH3:32])([CH2:33][CH2:34][CH2:35][CH3:36])[CH2:37][CH2:38][CH2:39][CH3:40])[CH2:15][N:16]([CH3:24])[C:17](=[O:23])[CH2:18][CH2:19][C:20]([O:22][N:44]1[C:48](=[O:49])[CH2:47][CH2:46][C:45]1=[O:50])=[O:21])([O:8][CH2:9][O:10][CH3:11])[C:4]([F:7])([F:6])[F:5]. The yield is 0.800. The reactants are [F:1][C:2]([F:42])([F:41])[C:3]([C:12]1[CH:13]=[C:14]([CH:25]=[CH:26][C:27]=1[Sn:28]([CH2:37][CH2:38][CH2:39][CH3:40])([CH2:33][CH2:34][CH2:35][CH3:36])[CH2:29][CH2:30][CH2:31][CH3:32])[CH2:15][N:16]([CH3:24])[C:17](=[O:23])[CH2:18][CH2:19][C:20]([OH:22])=[O:21])([O:8][CH2:9][O:10][CH3:11])[C:4]([F:7])([F:6])[F:5].O[N:44]1[C:48](=[O:49])[CH2:47][CH2:46][C:45]1=[O:50].CCN=C=NCCCN(C)C. The catalyst is C(#N)C. (2) The reactants are C([O:8][N:9]1[C:15](=[O:16])[N:14]2[CH2:17][C@H:10]1[CH2:11][CH2:12][C@H:13]2[C:18]([NH:20][NH:21][C:22]([C@@H:24]1[CH2:29][CH2:28][CH2:27][CH2:26][N:25]1[C:30]([O:32][C:33]([CH3:36])([CH3:35])[CH3:34])=[O:31])=[O:23])=[O:19])C1C=CC=CC=1.[H][H]. The catalyst is CO.[Pd]. The product is [OH:8][N:9]1[C:15](=[O:16])[N:14]2[CH2:17][C@H:10]1[CH2:11][CH2:12][C@H:13]2[C:18]([NH:20][NH:21][C:22]([C@@H:24]1[CH2:29][CH2:28][CH2:27][CH2:26][N:25]1[C:30]([O:32][C:33]([CH3:36])([CH3:35])[CH3:34])=[O:31])=[O:23])=[O:19]. The yield is 0.960.